Dataset: Forward reaction prediction with 1.9M reactions from USPTO patents (1976-2016). Task: Predict the product of the given reaction. Given the reactants [Cl:1][C:2]1[CH:13]=[C:12]([Cl:14])[C:5]2[NH:6]C(=O)O[C:9](=[O:10])[C:4]=2[CH:3]=1.CC1C=C(C)C=C(C)C=1S([O-])(=O)=O.[CH:28]([S+:31]([CH:33]([CH3:35])[CH3:34])[NH2:32])([CH3:30])[CH3:29].C([O-])(C)(C)C.[K+].O, predict the reaction product. The product is: [NH2:6][C:5]1[C:12]([Cl:14])=[CH:13][C:2]([Cl:1])=[CH:3][C:4]=1[C:9]([N:32]=[S:31]([CH:33]([CH3:35])[CH3:34])[CH:28]([CH3:30])[CH3:29])=[O:10].